From a dataset of Forward reaction prediction with 1.9M reactions from USPTO patents (1976-2016). Predict the product of the given reaction. (1) The product is: [ClH:35].[NH2:7][C@H:8]([C:14]([N:16]1[CH2:17][C:18]([F:20])([F:21])[CH2:19]1)=[O:15])[CH2:9][CH2:10][CH2:11][CH2:12][NH:13][C:33]([C:24]1[CH:25]=[N:26][C:27]2[C:32](=[CH:31][CH:30]=[CH:29][CH:28]=2)[N:23]=1)=[O:34]. Given the reactants C(OC(=O)[NH:7][C@H:8]([C:14]([N:16]1[CH2:19][C:18]([F:21])([F:20])[CH2:17]1)=[O:15])[CH2:9][CH2:10][CH2:11][CH2:12][NH2:13])(C)(C)C.[N:23]1[C:32]2[C:27](=[CH:28][CH:29]=[CH:30][CH:31]=2)[N:26]=[CH:25][C:24]=1[C:33]([Cl:35])=[O:34], predict the reaction product. (2) Given the reactants Cl[C:2]1[N:7]=[N:6][C:5]([C:8]([NH2:10])=[O:9])=[C:4]([NH:11][C:12]2[CH:17]=[CH:16][CH:15]=[C:14]([C:18]([C:21]#[N:22])([CH3:20])[CH3:19])[N:13]=2)[CH:3]=1.[NH2:23][C@@H:24]1[CH2:29][CH2:28][CH2:27][CH2:26][C@@H:25]1[NH:30][C:31](=[O:37])[O:32][C:33]([CH3:36])([CH3:35])[CH3:34], predict the reaction product. The product is: [C:8]([C:5]1[N:6]=[N:7][C:2]([NH:23][C@@H:24]2[CH2:29][CH2:28][CH2:27][CH2:26][C@@H:25]2[NH:30][C:31](=[O:37])[O:32][C:33]([CH3:35])([CH3:34])[CH3:36])=[CH:3][C:4]=1[NH:11][C:12]1[CH:17]=[CH:16][CH:15]=[C:14]([C:18]([C:21]#[N:22])([CH3:20])[CH3:19])[N:13]=1)(=[O:9])[NH2:10]. (3) The product is: [S:9]1[C:8]2[C:17]3[CH:16]=[CH:15][CH:14]=[N:13][C:12]=3[NH:4][C:5](=[O:6])[C:7]=2[CH:11]=[CH:10]1. Given the reactants C([N:4]([C:12]1[C:17](Br)=[CH:16][CH:15]=[CH:14][N:13]=1)[C:5]([C:7]1[CH:11]=[CH:10][S:9][CH:8]=1)=[O:6])(=O)C.C([O-])(=O)C.[K+].CC(N(C)C)=O, predict the reaction product. (4) Given the reactants ClC1N=C(NC(C2C=CC3C(=CC=CC=3)C=2)C)N=C(N)N=1.C(#N)C.C(=O)([O-])[O-].[Na+].[Na+].[NH2:31][CH:32]([CH2:36][N:37]1[CH:41]=[CH:40][C:39]([C:42]2[N:47]=[C:46]([NH2:48])[N:45]=[C:44]([NH:49][CH:50]([C:52]3[CH:61]=[CH:60][C:59]4[C:54](=[CH:55][CH:56]=[CH:57][CH:58]=4)[CH:53]=3)[CH3:51])[N:43]=2)=[N:38]1)[C:33]([OH:35])=[O:34], predict the reaction product. The product is: [NH2:31][C@@H:32]([CH2:36][N:37]1[CH:41]=[CH:40][C:39]([C:42]2[N:47]=[C:46]([NH2:48])[N:45]=[C:44]([NH:49][C@@H:50]([C:52]3[CH:61]=[CH:60][C:59]4[C:54](=[CH:55][CH:56]=[CH:57][CH:58]=4)[CH:53]=3)[CH3:51])[N:43]=2)=[N:38]1)[C:33]([OH:35])=[O:34].